This data is from Catalyst prediction with 721,799 reactions and 888 catalyst types from USPTO. The task is: Predict which catalyst facilitates the given reaction. (1) The catalyst class is: 24. Product: [C:1]([C:5]1[CH:6]=[C:7]([N:15]2[C:19]([C:20]([CH:22]3[CH2:27][CH2:26][CH2:25][CH2:24][CH2:23]3)=[O:21])=[C:18]([CH3:28])[C:17]([C:29]([NH:31][C@H:32]3[CH2:33][C@H:34]([C:36]([OH:38])=[O:37])[CH2:35]3)=[O:30])=[CH:16]2)[CH:8]=[C:9]([C:11]2([CH3:14])[CH2:13][CH2:12]2)[CH:10]=1)([CH3:2])([CH3:3])[CH3:4]. Reactant: [C:1]([C:5]1[CH:6]=[C:7]([N:15]2[C:19]([C:20]([CH:22]3[CH2:27][CH2:26][CH2:25][CH2:24][CH2:23]3)=[O:21])=[C:18]([CH3:28])[C:17]([C:29]([NH:31][C@H:32]3[CH2:35][C@H:34]([C:36]([O:38]C)=[O:37])[CH2:33]3)=[O:30])=[CH:16]2)[CH:8]=[C:9]([C:11]2([CH3:14])[CH2:13][CH2:12]2)[CH:10]=1)([CH3:4])([CH3:3])[CH3:2].O[Li].O. (2) Reactant: [CH:1]1([NH:4][C:5](=[O:36])[CH:6]([OH:35])[C@@H:7]([NH:10][C:11](=[O:34])[C@@H:12]([NH:21][C@@H:22]([C:27]2[CH:32]=[CH:31][C:30]([F:33])=[CH:29][CH:28]=2)[C:23]([F:26])([F:25])[F:24])[CH2:13][S:14]([CH2:17][CH:18]2[CH2:20][CH2:19]2)(=[O:16])=[O:15])[CH2:8][CH3:9])[CH2:3][CH2:2]1. Product: [CH:1]1([NH:4][C:5](=[O:36])[C:6](=[O:35])[C@@H:7]([NH:10][C:11](=[O:34])[C@@H:12]([NH:21][C@@H:22]([C:27]2[CH:32]=[CH:31][C:30]([F:33])=[CH:29][CH:28]=2)[C:23]([F:25])([F:24])[F:26])[CH2:13][S:14]([CH2:17][CH:18]2[CH2:20][CH2:19]2)(=[O:16])=[O:15])[CH2:8][CH3:9])[CH2:3][CH2:2]1. The catalyst class is: 245. (3) Product: [CH3:7][C:6]([CH3:9])([CH3:8])[CH2:5][N:4]([CH2:3][C@H:2]([NH:1][C:17]([O:28][CH2:29][C:30]1[S:34][CH:33]=[N:32][CH:31]=1)=[O:35])[CH2:10][C:11]1[CH:16]=[CH:15][CH:14]=[CH:13][CH:12]=1)[CH2:3][C@H:2]([NH:1][C:17]([O:28][CH2:29][C:30]1[S:34][CH:33]=[N:32][CH:31]=1)=[O:35])[CH2:10][C:11]1[CH:12]=[CH:13][CH:14]=[CH:15][CH:16]=1. Reactant: [NH2:1][CH:2]([CH2:10][C:11]1[CH:16]=[CH:15][CH:14]=[CH:13][CH:12]=1)[CH2:3][NH:4][CH2:5][C:6]([CH3:9])([CH3:8])[CH3:7].[C:17](=[O:35])([O:28][CH2:29][C:30]1[S:34][CH:33]=[N:32][CH:31]=1)OC1C=CC([N+]([O-])=O)=CC=1. The catalyst class is: 13. (4) Reactant: [N:1]1[CH:6]=[CH:5][CH:4]=[CH:3][C:2]=1[C:7]1[C:8]([NH2:13])=[N:9][NH:10][C:11]=1[NH2:12].[Br:14][CH:15]([CH:18]=O)[CH:16]=O. Product: [Br:14][C:15]1[CH:16]=[N:12][C:11]2[N:10]([N:9]=[C:8]([NH2:13])[C:7]=2[C:2]2[CH:3]=[CH:4][CH:5]=[CH:6][N:1]=2)[CH:18]=1. The catalyst class is: 212. (5) Reactant: [F:1][C:2]([S:35]([C:38]1[CH:43]=[CH:42][CH:41]=[CH:40][CH:39]=1)(=[O:37])=[O:36])([S:26]([C:29]1[CH:34]=[CH:33][CH:32]=[CH:31][CH:30]=1)(=[O:28])=[O:27])[CH:3]([C:16]1[CH:21]=[CH:20][C:19]([CH2:22][CH:23]([CH3:25])[CH3:24])=[CH:18][CH:17]=1)/[CH:4]=C/C1C=CC(CC(C)C)=CC=1.[O:44]=[O+][O-].O=O.[BH4-].[Na+].[Cl-].[NH4+]. Product: [F:1][C:2]([S:35]([C:38]1[CH:43]=[CH:42][CH:41]=[CH:40][CH:39]=1)(=[O:37])=[O:36])([S:26]([C:29]1[CH:34]=[CH:33][CH:32]=[CH:31][CH:30]=1)(=[O:28])=[O:27])[CH:3]([C:16]1[CH:21]=[CH:20][C:19]([CH2:22][CH:23]([CH3:25])[CH3:24])=[CH:18][CH:17]=1)[CH2:4][OH:44]. The catalyst class is: 100. (6) Reactant: [F:1][C:2]1([F:17])[C:10](=[O:11])[C:9]2[C:8]3[CH2:12][CH2:13][NH:14][CH2:15][CH2:16][C:7]=3[CH:6]=[CH:5][C:4]=2[CH2:3]1.CCN(C(C)C)C(C)C.Cl[C:28]([O:30][CH2:31][C:32]1[CH:37]=[CH:36][CH:35]=[CH:34][CH:33]=1)=[O:29]. Product: [CH2:31]([O:30][C:28]([N:14]1[CH2:15][CH2:16][C:7]2=[CH:6][CH:5]=[C:4]3[C:9]([C:10](=[O:11])[C:2]([F:1])([F:17])[CH2:3]3)=[C:8]2[CH2:12][CH2:13]1)=[O:29])[C:32]1[CH:37]=[CH:36][CH:35]=[CH:34][CH:33]=1. The catalyst class is: 473. (7) Product: [OH:4][C:5]1[C:13]([C:14]([F:15])([F:16])[F:17])=[CH:12][CH:11]=[CH:10][C:6]=1[C:7]([OH:9])=[O:8]. The catalyst class is: 5. Reactant: COC[O:4][C:5]1[C:13]([C:14]([F:17])([F:16])[F:15])=[CH:12][CH:11]=[CH:10][C:6]=1[C:7]([OH:9])=[O:8]. (8) Reactant: [NH2:1][C:2]1[CH:11]=[CH:10][C:5]([C:6]([O:8][CH3:9])=[O:7])=[C:4]([CH3:12])[CH:3]=1.[N:13]([O-])=O.[Na+].O.O.[Sn](Cl)Cl. Product: [NH:1]([C:2]1[CH:11]=[CH:10][C:5]([C:6]([O:8][CH3:9])=[O:7])=[C:4]([CH3:12])[CH:3]=1)[NH2:13]. The catalyst class is: 223. (9) Reactant: [CH3:1][O:2][CH:3]([O:21][CH3:22])[C:4]1[CH:5]=[C:6]([CH:15]=[CH:16][C:17]=1[N+:18]([O-:20])=[O:19])[O:7][C:8]1[CH:9]=[C:10]([NH2:14])[CH:11]=[CH:12][CH:13]=1.[C:23]1(=O)[CH2:28][CH2:27][CH2:26][CH2:25][CH2:24]1.[BH-](OC(C)=O)(OC(C)=O)OC(C)=O.[Na+].[OH-].[Na+]. Product: [CH:23]1([NH:14][C:10]2[CH:11]=[CH:12][CH:13]=[C:8]([O:7][C:6]3[CH:15]=[CH:16][C:17]([N+:18]([O-:20])=[O:19])=[C:4]([CH:3]([O:2][CH3:1])[O:21][CH3:22])[CH:5]=3)[CH:9]=2)[CH2:28][CH2:27][CH2:26][CH2:25][CH2:24]1. The catalyst class is: 26. (10) Reactant: [CH3:1][S:2](Cl)(=[O:4])=[O:3].[CH2:6]([O:24][C:25]1[CH:26]=[C:27]([CH2:33][OH:34])[CH:28]=[C:29]([CH2:31][OH:32])[CH:30]=1)[CH2:7][CH2:8][CH2:9][CH2:10][CH2:11][CH2:12][CH2:13][CH2:14][CH2:15][CH2:16][CH2:17][CH2:18][CH2:19][CH2:20][CH2:21][CH2:22][CH3:23].C(N(CC)CC)C. Product: [CH3:1][S:2]([O:34][CH2:33][C:27]1[CH:26]=[C:25]([O:24][CH2:6][CH2:7][CH2:8][CH2:9][CH2:10][CH2:11][CH2:12][CH2:13][CH2:14][CH2:15][CH2:16][CH2:17][CH2:18][CH2:19][CH2:20][CH2:21][CH2:22][CH3:23])[CH:30]=[C:29]([CH2:31][O:32][S:2]([CH3:1])(=[O:4])=[O:3])[CH:28]=1)(=[O:4])=[O:3]. The catalyst class is: 1.